From a dataset of Reaction yield outcomes from USPTO patents with 853,638 reactions. Predict the reaction yield, written as a fraction of the theoretical maximum amount of product (1.0 means a 100% yield; for example, 0.34 means a 34% yield). (1) The reactants are [CH3:1][C:2]([CH3:11])([CH2:7][C:8](O)=[O:9])[CH2:3][C:4](O)=[O:5].B.C1COCC1.Cl. The catalyst is O1CCCC1. The product is [CH3:1][C:2]([CH3:11])([CH2:7][CH2:8][OH:9])[CH2:3][CH2:4][OH:5]. The yield is 0.340. (2) The reactants are [F:1][C:2]1[C:3]([CH2:9][O:10][C:11]2[CH:16]=[CH:15][NH:14][C:13](=[O:17])[CH:12]=2)=[N:4][CH:5]=[C:6]([F:8])[CH:7]=1.Br[C:19]1[CH:20]=[CH:21][C:22]2[C:23]3[CH2:33][N:32]([C:34]([O:36]C(C)(C)C)=[O:35])[CH2:31][CH2:30][CH2:29][C:24]=3[N:25]([CH3:28])[C:26]=2[CH:27]=1. No catalyst specified. The product is [F:1][C:2]1[C:3]([CH2:9][O:10][C:11]2[CH:16]=[CH:15][N:14]([C:19]3[CH:20]=[CH:21][C:22]4[C:23]5[CH2:33][N:32]([C:34]([O:36][CH2:3][CH2:2][CH2:7][CH3:6])=[O:35])[CH2:31][CH2:30][CH2:29][C:24]=5[N:25]([CH3:28])[C:26]=4[CH:27]=3)[C:13](=[O:17])[CH:12]=2)=[N:4][CH:5]=[C:6]([F:8])[CH:7]=1. The yield is 0.500. (3) The reactants are [CH:1]1([N:7]2[C:12]([OH:13])=[C:11]([C:14]([NH:16][CH2:17][C:18]([O:20]CC)=[O:19])=[O:15])[C:10](=[O:23])[NH:9][C:8]2=[O:24])[CH2:6][CH2:5][CH2:4][CH2:3][CH2:2]1.C(=O)([O-])[O-].[K+].[K+].[CH3:31][C:32]1[CH:39]=[C:38]([CH3:40])[CH:37]=[C:36]([CH3:41])[C:33]=1[CH2:34]Cl.Cl. The yield is 0.130. The catalyst is CC(N(C)C)=O. The product is [CH:1]1([N:7]2[C:12]([OH:13])=[C:11]([C:14]([NH:16][CH2:17][C:18]([OH:20])=[O:19])=[O:15])[C:10](=[O:23])[N:9]([CH2:34][C:33]3[C:36]([CH3:41])=[CH:37][C:38]([CH3:40])=[CH:39][C:32]=3[CH3:31])[C:8]2=[O:24])[CH2:2][CH2:3][CH2:4][CH2:5][CH2:6]1. (4) The reactants are [Cl:1][C:2]1[CH:3]=[C:4]([NH:9][C:10]2[C:19]3[C:14](=[CH:15][C:16]([O:40][CH3:41])=[C:17]([O:20][CH2:21][CH2:22][CH2:23][N:24]4[CH2:29][CH2:28][CH:27]5[CH2:30][CH2:31][N:32]([C:33](OC(C)(C)C)=O)[CH:26]5[CH2:25]4)[CH:18]=3)[N:13]=[CH:12][N:11]=2)[CH:5]=[CH:6][C:7]=1[F:8].C(Cl)Cl.CO.C=O. The catalyst is O.CC(O)=O. The product is [Cl:1][C:2]1[CH:3]=[C:4]([NH:9][C:10]2[C:19]3[C:14](=[CH:15][C:16]([O:40][CH3:41])=[C:17]([O:20][CH2:21][CH2:22][CH2:23][N:24]4[CH2:29][CH2:28][CH:27]5[CH2:30][CH2:31][N:32]([CH3:33])[CH:26]5[CH2:25]4)[CH:18]=3)[N:13]=[CH:12][N:11]=2)[CH:5]=[CH:6][C:7]=1[F:8]. The yield is 0.680. (5) The reactants are [C:1]([C:5]1[CH:10]=[C:9](Br)[C:8]([N+:12]([O-:14])=[O:13])=[CH:7][C:6]=1[O:15][CH2:16][C:17]1[CH:22]=[CH:21][CH:20]=[CH:19][CH:18]=1)([CH3:4])([CH3:3])[CH3:2].[F-:23].[K+].[K+].[Br-].Cl[C:28]([F:34])([F:33])C(OC)=O. The catalyst is O.[Cu]I.CN(C=O)C. The product is [C:1]([C:5]1[CH:10]=[C:9]([C:28]([F:34])([F:23])[F:33])[C:8]([N+:12]([O-:14])=[O:13])=[CH:7][C:6]=1[O:15][CH2:16][C:17]1[CH:22]=[CH:21][CH:20]=[CH:19][CH:18]=1)([CH3:4])([CH3:3])[CH3:2]. The yield is 0.670. (6) The reactants are [H-].[Na+].[F:3][C:4]1[C:9]([C:10]([C:12]2[N:13]=[CH:14][NH:15][CH:16]=2)=[O:11])=[CH:8][CH:7]=[CH:6][N:5]=1.[CH2:17](Br)[C:18]1[CH:23]=[CH:22][CH:21]=[CH:20][CH:19]=1. The catalyst is O1CCCC1.C(OCC)(=O)C. The product is [CH2:17]([N:15]1[CH:16]=[C:12]([C:10]([C:9]2[C:4]([F:3])=[N:5][CH:6]=[CH:7][CH:8]=2)=[O:11])[N:13]=[CH:14]1)[C:18]1[CH:23]=[CH:22][CH:21]=[CH:20][CH:19]=1. The yield is 0.680. (7) The reactants are [CH2:1]([CH:3]([CH2:19][CH3:20])[CH:4]([C:6]1[N:10]([C:11]2[CH:16]=[CH:15][C:14]([O:17][CH3:18])=[CH:13][CH:12]=2)[N:9]=[CH:8][CH:7]=1)O)[CH3:2].C1(P(C2C=CC=CC=2)C2C=CC=CC=2)C=CC=CC=1.N(C(OCC)=O)=NC(OCC)=O.C1(P([N:66]=[N+:67]=[N-:68])(C2C=CC=CC=2)=O)C=CC=CC=1. The catalyst is C1COCC1.CCOC(C)=O. The product is [N:66]([CH:4]([C:6]1[N:10]([C:11]2[CH:16]=[CH:15][C:14]([O:17][CH3:18])=[CH:13][CH:12]=2)[N:9]=[CH:8][CH:7]=1)[CH:3]([CH2:19][CH3:20])[CH2:1][CH3:2])=[N+:67]=[N-:68]. The yield is 0.800. (8) The reactants are [H-].[Na+].[CH3:3][C:4]1[CH:9]=[CH:8][C:7]([NH:10][C:11](=[O:22])[C:12]2[CH:17]=[CH:16][CH:15]=[C:14]([C:18]([F:21])([F:20])[F:19])[CH:13]=2)=[CH:6][C:5]=1[N:23]1[C:32](=[O:33])[C:31]2[C:26](=[N:27][C:28]([S:34][CH3:35])=[N:29][CH:30]=2)[NH:25][C:24]1=[O:36].I[CH3:38]. The catalyst is CN(C=O)C.C(OCC)(=O)C. The product is [CH3:3][C:4]1[CH:9]=[CH:8][C:7]([NH:10][C:11](=[O:22])[C:12]2[CH:17]=[CH:16][CH:15]=[C:14]([C:18]([F:19])([F:20])[F:21])[CH:13]=2)=[CH:6][C:5]=1[N:23]1[C:32](=[O:33])[C:31]2[C:26](=[N:27][C:28]([S:34][CH3:35])=[N:29][CH:30]=2)[N:25]([CH3:38])[C:24]1=[O:36]. The yield is 0.820.